Dataset: Experimentally validated miRNA-target interactions with 360,000+ pairs, plus equal number of negative samples. Task: Binary Classification. Given a miRNA mature sequence and a target amino acid sequence, predict their likelihood of interaction. (1) The miRNA is hsa-miR-15b-5p with sequence UAGCAGCACAUCAUGGUUUACA. The protein sequence of the target gene is MAARGRGLLLLTLSVLLAAGPSAAAAKLNIPKVLLPFTRATRVNFTLEASEGCYRWLSTRPEVASIEPLGLDEQQCSQKAVVQARLTQPARLTSIIFAEDITTGQVLRCDAIVDLIHDIQIVSTTRELYLEDSPLELKIQALDSEGNTFSTLAGLVFEWTIVKDSEADRFSDSHNALRILTFLESTYIPPSYISEMEKAAKQGDTILVSGMKTGSSKLKARIQEAVYKNVRPAEVRLLILENILLNPAYDVYLMVGTSIHYKVQKIRQGKITELSMPSDQYELQLQNSIPGPEGDPARPV.... Result: 1 (interaction). (2) The miRNA is hsa-miR-6833-3p with sequence UUUCUCUCUCCACUUCCUCAG. The protein sequence of the target gene is MQNYKYDKAIVPESKNGGSPALNNNPRRSGSKRVLLICLDLFCLFMAGLPFLIIETSTIKPYHRGFYCNDESIKYPLKTGETINDAVLCAVGIVIAILAIITGEFYRIYYLKKSRSTIQNPYVAALYKQVGCFLFGCAISQSFTDIAKVSIGRLRPHFLSVCNPDFSQINCSEGYIQNYRCRGDDSKVQEARKSFFSGHASFSMYTMLYLVLYLQARFTWRGARLLRPLLQFTLIMMAFYTGLSRVSDHKHHPSDVLAGFAQGALVACCIVFFVSDLFKTKTTLSLPAPAIRKEILSPVD.... Result: 1 (interaction).